From a dataset of Full USPTO retrosynthesis dataset with 1.9M reactions from patents (1976-2016). Predict the reactants needed to synthesize the given product. (1) Given the product [CH2:1]([O:3][C:4](=[O:25])[CH2:5][CH2:6][CH2:7][O:8][C:9]1[CH:10]=[CH:11][C:12]([CH2:13][C@@H:14]([C:16]([O:18][C:19]([CH3:21])([CH3:20])[CH3:22])=[O:17])[NH:15][C:27]2[N:31]([CH2:32][C:33]3[CH:34]=[CH:35][CH:36]=[CH:37][CH:38]=3)[N:30]=[N:29][N:28]=2)=[CH:23][CH:24]=1)[CH3:2], predict the reactants needed to synthesize it. The reactants are: [CH2:1]([O:3][C:4](=[O:25])[CH2:5][CH2:6][CH2:7][O:8][C:9]1[CH:24]=[CH:23][C:12]([CH2:13][C@@H:14]([C:16]([O:18][C:19]([CH3:22])([CH3:21])[CH3:20])=[O:17])[NH2:15])=[CH:11][CH:10]=1)[CH3:2].F[C:27]1[N:31]([CH2:32][C:33]2[CH:38]=[CH:37][CH:36]=[CH:35][CH:34]=2)[N:30]=[N:29][N:28]=1. (2) Given the product [ClH:23].[CH2:1]([N:3]1[CH2:8][CH2:7][N:6]([CH:9]2[CH2:14][CH2:13][NH:12][CH2:11][CH2:10]2)[CH2:5][CH2:4]1)[CH3:2], predict the reactants needed to synthesize it. The reactants are: [CH2:1]([N:3]1[CH2:8][CH2:7][N:6]([CH:9]2[CH2:14][CH2:13][N:12](C(OC(C)(C)C)=O)[CH2:11][CH2:10]2)[CH2:5][CH2:4]1)[CH3:2].C(Cl)[Cl:23].